This data is from Retrosynthesis with 50K atom-mapped reactions and 10 reaction types from USPTO. The task is: Predict the reactants needed to synthesize the given product. Given the product Cc1nc(C(=O)O)c(-c2ccc(C)c(C)c2)o1, predict the reactants needed to synthesize it. The reactants are: COC(=O)c1nc(C)oc1-c1ccc(C)c(C)c1.